Dataset: Peptide-MHC class II binding affinity with 134,281 pairs from IEDB. Task: Regression. Given a peptide amino acid sequence and an MHC pseudo amino acid sequence, predict their binding affinity value. This is MHC class II binding data. (1) The peptide sequence is SKLKLLRGSETTVTE. The MHC is DRB1_0101 with pseudo-sequence DRB1_0101. The binding affinity (normalized) is 0.673. (2) The peptide sequence is SFGNQELLRLIRRGA. The MHC is DRB1_0101 with pseudo-sequence DRB1_0101. The binding affinity (normalized) is 0.756. (3) The peptide sequence is RLGFTDETLRLKDEV. The MHC is DRB1_0101 with pseudo-sequence DRB1_0101. The binding affinity (normalized) is 0.372.